Dataset: Full USPTO retrosynthesis dataset with 1.9M reactions from patents (1976-2016). Task: Predict the reactants needed to synthesize the given product. (1) Given the product [NH2:1][CH2:4][C@@:5]1([CH2:15][C:16]([O:18][C:19]([CH3:21])([CH3:20])[CH3:22])=[O:17])[CH2:11][C@H:10]2[C@@H:6]1[CH:7]=[C:8]([CH:12]([CH3:14])[CH3:13])[CH2:9]2, predict the reactants needed to synthesize it. The reactants are: [N+:1]([CH2:4][C@@:5]1([CH2:15][C:16]([O:18][C:19]([CH3:22])([CH3:21])[CH3:20])=[O:17])[CH2:11][C@H:10]2[C@@H:6]1[CH:7]=[C:8]([CH:12]([CH3:14])[CH3:13])[CH2:9]2)([O-])=O.[Cl-].[NH4+]. (2) The reactants are: [Br-].[C:2]([CH2:5][C:6]1[CH:23]=[CH:22][C:9]([CH2:10][N+:11]2[C:15]3[CH:16]=[CH:17][C:18]([F:20])=[CH:19][C:14]=3[O:13][C:12]=2[CH3:21])=[CH:8][CH:7]=1)([OH:4])=[O:3].[C:24]1([NH:30][CH:31]=NC2C=CC=CC=2)[CH:29]=[CH:28][CH:27]=[CH:26][CH:25]=1.C(O)(=O)C. Given the product [C:2]([O-:4])(=[O:3])[CH3:5].[NH:30](/[CH:31]=[CH:21]/[C:12]1[O:13][C:14]2[CH:19]=[C:18]([F:20])[CH:17]=[CH:16][C:15]=2[N+:11]=1[CH2:10][C:9]1[CH:22]=[CH:23][C:6]([CH2:5][C:2]([OH:4])=[O:3])=[CH:7][CH:8]=1)[C:24]1[CH:29]=[CH:28][CH:27]=[CH:26][CH:25]=1, predict the reactants needed to synthesize it. (3) Given the product [NH2:17][C:5]1[CH:4]=[CH:3][C:2]([Cl:1])=[CH:16][C:6]=1[C:7]([NH:9][C:10]1[CH:15]=[CH:14][CH:13]=[CH:12][N:11]=1)=[O:8], predict the reactants needed to synthesize it. The reactants are: [Cl:1][C:2]1[CH:3]=[CH:4][C:5]([N+:17]([O-])=O)=[C:6]([CH:16]=1)[C:7]([NH:9][C:10]1[CH:15]=[CH:14][CH:13]=[CH:12][N:11]=1)=[O:8]. (4) Given the product [Cl:29][C:23]1[CH:22]=[C:21]([C:18]2[CH:19]=[CH:20][N:16]([CH2:15][C@@H:14]([NH:13][C:9]([C:7]3[N:8]=[C:4]([CH:1]4[CH2:2][CH2:3]4)[N:5]([CH3:12])[CH:6]=3)=[O:11])[CH3:30])[N:17]=2)[CH:28]=[CH:27][C:24]=1[C:25]#[N:26], predict the reactants needed to synthesize it. The reactants are: [CH:1]1([C:4]2[N:5]([CH3:12])[CH:6]=[C:7]([C:9]([OH:11])=O)[N:8]=2)[CH2:3][CH2:2]1.[NH2:13][C@@H:14]([CH3:30])[CH2:15][N:16]1[CH:20]=[CH:19][C:18]([C:21]2[CH:28]=[CH:27][C:24]([C:25]#[N:26])=[C:23]([Cl:29])[CH:22]=2)=[N:17]1. (5) Given the product [Cl:22][CH2:23][C:24]([NH:15][C:4]1([Cl:27])[CH:3]=[CH:2][N:7]=[C:6]([N:8]2[C:12]([CH3:13])=[CH:11][C:10]([CH3:14])=[N:9]2)[NH:5]1)=[O:25], predict the reactants needed to synthesize it. The reactants are: Cl[C:2]1[N:7]=[C:6]([N:8]2[C:12]([CH3:13])=[CH:11][C:10]([CH3:14])=[N:9]2)[N:5]=[C:4]([NH2:15])[CH:3]=1.N1C=CC=CC=1.[Cl:22][CH2:23][C:24](Cl)=[O:25].[Cl:27]CCl. (6) The reactants are: [CH2:1]([N:3]1[CH2:8][C:7]([CH2:11][CH3:12])([CH2:9][CH3:10])[O:6][C:5](=[O:13])[CH:4]1[CH2:14][C:15]([O:17]C(C)(C)C)=[O:16])[CH3:2].FC(F)(F)C(O)=O. Given the product [CH2:1]([N:3]1[CH2:8][C:7]([CH2:9][CH3:10])([CH2:11][CH3:12])[O:6][C:5](=[O:13])[CH:4]1[CH2:14][C:15]([OH:17])=[O:16])[CH3:2], predict the reactants needed to synthesize it. (7) The reactants are: C([O:3][C:4]([C:6]1([CH3:17])[CH2:11][NH:10][C:9]2[CH:12]=[C:13]([Cl:16])[CH:14]=[CH:15][C:8]=2[O:7]1)=[O:5])C.[Li+].[OH-]. Given the product [Cl:16][C:13]1[CH:14]=[CH:15][C:8]2[O:7][C:6]([CH3:17])([C:4]([OH:5])=[O:3])[CH2:11][NH:10][C:9]=2[CH:12]=1, predict the reactants needed to synthesize it. (8) The reactants are: [ClH:1].Cl.Cl.[C:4]1([N:10]2[CH2:15][CH2:14][N:13]([C:16]([O:18][CH2:19][CH2:20][N:21]3[CH2:26][CH2:25][NH:24][CH2:23][CH2:22]3)=[O:17])[CH2:12][CH2:11]2)[CH:9]=[CH:8][CH:7]=[CH:6][CH:5]=1.I[CH2:28][CH3:29].CCN(C(C)C)C(C)C.Cl. Given the product [ClH:1].[ClH:1].[ClH:1].[C:4]1([N:10]2[CH2:15][CH2:14][N:13]([C:16]([O:18][CH2:19][CH2:20][N:21]3[CH2:26][CH2:25][N:24]([CH2:28][CH3:29])[CH2:23][CH2:22]3)=[O:17])[CH2:12][CH2:11]2)[CH:5]=[CH:6][CH:7]=[CH:8][CH:9]=1, predict the reactants needed to synthesize it. (9) Given the product [C:1]([O:5][C:6](=[O:7])[NH:8][C:9]1[CH:14]=[CH:13][N:12]([CH2:15][CH2:16][CH:17]([F:27])[CH2:18][N:19]2[CH:23]=[C:22]([C:24](=[O:26])[NH:40][CH2:39][C:35]3[CH:36]=[CH:37][CH:38]=[C:33]([O:32][C:31]([F:30])([F:41])[F:42])[CH:34]=3)[N:21]=[N:20]2)[C:11](=[O:28])[C:10]=1[F:29])([CH3:2])([CH3:4])[CH3:3], predict the reactants needed to synthesize it. The reactants are: [C:1]([O:5][C:6]([NH:8][C:9]1[CH:14]=[CH:13][N:12]([CH2:15][CH2:16][CH:17]([F:27])[CH2:18][N:19]2[CH:23]=[C:22]([C:24]([OH:26])=O)[N:21]=[N:20]2)[C:11](=[O:28])[C:10]=1[F:29])=[O:7])([CH3:4])([CH3:3])[CH3:2].[F:30][C:31]([F:42])([F:41])[O:32][C:33]1[CH:34]=[C:35]([CH2:39][NH2:40])[CH:36]=[CH:37][CH:38]=1.CN(C(ON1N=NC2C=CC=NC1=2)=[N+](C)C)C.F[P-](F)(F)(F)(F)F.CCN(C(C)C)C(C)C. (10) The reactants are: [C:1]([N:8]1[CH2:12][CH2:11][CH2:10][CH2:9]1)([O:3][C:4]([CH3:7])([CH3:6])[CH3:5])=[O:2].C1C[C@H]2N(C[C@H]3[C@@H]4CCCCN4C[C@@H]2C3)CC1.C([Li])(CC)C.Br[C:36]1[S:40][C:39]([C:41]([O:43][CH3:44])=[O:42])=[CH:38][CH:37]=1.F[B-](F)(F)F.C(P(C(C)(C)C)C(C)(C)C)(C)(C)C.[OH-].[NH4+]. Given the product [CH3:44][O:43][C:41]([C:39]1[S:40][C:36]([C@H:12]2[CH2:11][CH2:10][CH2:9][N:8]2[C:1]([O:3][C:4]([CH3:7])([CH3:6])[CH3:5])=[O:2])=[CH:37][CH:38]=1)=[O:42], predict the reactants needed to synthesize it.